This data is from Reaction yield outcomes from USPTO patents with 853,638 reactions. The task is: Predict the reaction yield, written as a fraction of the theoretical maximum amount of product (1.0 means a 100% yield; for example, 0.34 means a 34% yield). (1) The reactants are [Cl:1][C:2]1[CH:18]=[CH:17][C:5]2[CH2:6][CH2:7][N:8]([C:11](=[O:16])[C:12]([F:15])([F:14])[F:13])[CH2:9][CH2:10][C:4]=2[C:3]=1OS(C(F)(F)F)(=O)=O.[CH:27]1([CH2:30][NH:31][C:32]2[S:36][N:35]=[C:34]([C:37]3[CH:44]=[CH:43][C:40]([CH2:41][NH2:42])=[CH:39][CH:38]=3)[CH:33]=2)[CH2:29][CH2:28]1. The catalyst is C1(C)C=CC=CC=1. The product is [Cl:1][C:2]1[CH:18]=[CH:17][C:5]2[CH2:6][CH2:7][N:8]([C:11](=[O:16])[C:12]([F:15])([F:13])[F:14])[CH2:9][CH2:10][C:4]=2[C:3]=1[NH:42][CH2:41][C:40]1[CH:39]=[CH:38][C:37]([C:34]2[CH:33]=[C:32]([NH:31][CH2:30][CH:27]3[CH2:29][CH2:28]3)[S:36][N:35]=2)=[CH:44][CH:43]=1. The yield is 0.400. (2) The reactants are [NH2:1][CH2:2][CH2:3][S:4]([OH:7])(=[O:6])=[O:5].[CH2:8]([O:15][C:16](Cl)=[O:17])[C:9]1[CH:14]=[CH:13][CH:12]=[CH:11][CH:10]=1.C(=O)(O)[O-].[Na+:23]. The catalyst is [OH-].[Na+].O. The product is [Na+:23].[CH2:8]([O:15][C:16]([NH:1][CH2:2][CH2:3][S:4]([O-:7])(=[O:6])=[O:5])=[O:17])[C:9]1[CH:14]=[CH:13][CH:12]=[CH:11][CH:10]=1. The yield is 0.140. (3) The reactants are [C:1]([O:5][C:6](=[O:31])[NH:7][CH:8]([CH2:22][C:23]1[CH:28]=[C:27]([F:29])[CH:26]=[C:25]([F:30])[CH:24]=1)[CH:9]([OH:21])[CH2:10][NH:11][CH2:12][C:13]1[CH:18]=[CH:17][CH:16]=[C:15]([CH2:19][CH3:20])[CH:14]=1)([CH3:4])([CH3:3])[CH3:2].C(N(CC)CC)C.[CH2:39]([O:46][C:47](Cl)=[O:48])[C:40]1[CH:45]=[CH:44][CH:43]=[CH:42][CH:41]=1.CCCCCCC.CCOC(C)=O. The catalyst is C1COCC1. The product is [CH2:39]([O:46][C:47](=[O:48])[N:11]([CH2:10][CH:9]([OH:21])[CH:8]([NH:7][C:6]([O:5][C:1]([CH3:2])([CH3:3])[CH3:4])=[O:31])[CH2:22][C:23]1[CH:28]=[C:27]([F:29])[CH:26]=[C:25]([F:30])[CH:24]=1)[CH2:12][C:13]1[CH:18]=[CH:17][CH:16]=[C:15]([CH2:19][CH3:20])[CH:14]=1)[C:40]1[CH:45]=[CH:44][CH:43]=[CH:42][CH:41]=1. The yield is 0.710. (4) The reactants are [C:1]1([N:7]2[C:19]3[CH:18]=[CH:17][C:16]([C:20]4[CH:25]=[CH:24][C:23]([NH:26][C:27]5[CH:32]=[CH:31][C:30]([C:33]6[CH:38]=[CH:37][CH:36]=[CH:35][CH:34]=6)=[CH:29][CH:28]=5)=[CH:22][CH:21]=4)=[CH:15][C:14]=3[C:13]3[C:8]2=[CH:9][CH:10]=[CH:11][CH:12]=3)[CH:6]=[CH:5][CH:4]=[CH:3][CH:2]=1.[Br:39][C:40]1[CH:45]=[CH:44][C:43](Br)=[CH:42][CH:41]=1.CC(C)([O-])C.[Na+]. The catalyst is CC([O-])=O.CC([O-])=O.[Pd+2].CC1C=CC=CC=1C. The product is [Br:39][C:40]1[CH:45]=[CH:44][C:43]([N:26]([C:23]2[CH:24]=[CH:25][C:20]([C:16]3[CH:17]=[CH:18][C:19]4[N:7]([C:1]5[CH:6]=[CH:5][CH:4]=[CH:3][CH:2]=5)[C:8]5[C:13]([C:14]=4[CH:15]=3)=[CH:12][CH:11]=[CH:10][CH:9]=5)=[CH:21][CH:22]=2)[C:27]2[CH:28]=[CH:29][C:30]([C:33]3[CH:34]=[CH:35][CH:36]=[CH:37][CH:38]=3)=[CH:31][CH:32]=2)=[CH:42][CH:41]=1. The yield is 0.370. (5) The reactants are CS(C)=O.C(Cl)(=O)C(Cl)=O.[Cl:11][C:12]1[CH:29]=[C:28]([Cl:30])[CH:27]=[CH:26][C:13]=1[CH2:14][N:15]1[C:19]([CH2:20][OH:21])=[CH:18][C:17]([O:22][CH:23]([CH3:25])[CH3:24])=[N:16]1.Cl. The catalyst is ClCCl.C(N(CC)CC)C. The product is [Cl:11][C:12]1[CH:29]=[C:28]([Cl:30])[CH:27]=[CH:26][C:13]=1[CH2:14][N:15]1[C:19]([CH:20]=[O:21])=[CH:18][C:17]([O:22][CH:23]([CH3:25])[CH3:24])=[N:16]1. The yield is 0.950. (6) The reactants are [CH2:1]([O:3][C:4](=[O:24])[CH2:5][CH:6]1[O:10][B:9]([OH:11])[C:8]2[CH:12]=[C:13]([O:17]C3CCCCO3)[CH:14]=[C:15]([F:16])[C:7]1=2)[CH3:2].Cl. The catalyst is C1COCC1. The product is [CH2:1]([O:3][C:4](=[O:24])[CH2:5][CH:6]1[O:10][B:9]([OH:11])[C:8]2[CH:12]=[C:13]([OH:17])[CH:14]=[C:15]([F:16])[C:7]1=2)[CH3:2]. The yield is 0.709. (7) The reactants are [O:1]=[C:2]1[CH2:7][O:6][C:5]2[CH:8]=[CH:9][C:10]([CH2:12][C:13]([OH:15])=O)=[CH:11][C:4]=2[NH:3]1.C(Cl)(=O)C([Cl:19])=O. The catalyst is C1COCC1.CN(C=O)C. The product is [O:1]=[C:2]1[CH2:7][O:6][C:5]2[CH:8]=[CH:9][C:10]([CH2:12][C:13]([Cl:19])=[O:15])=[CH:11][C:4]=2[NH:3]1. The yield is 0.990. (8) The reactants are [CH:1]([N:4]([CH:23]([CH3:25])[CH3:24])[CH2:5][CH2:6][C@@H:7]([C:14]1[CH:19]=[C:18]([CH2:20][OH:21])[CH:17]=[CH:16][C:15]=1[OH:22])[C:8]1[CH:13]=[CH:12][CH:11]=[CH:10][CH:9]=1)([CH3:3])[CH3:2].C(O[C@H](C1C=CC=CC=1)C([O-])=O)(=O)C.C(=O)([O-])[O-].[K+].[K+]. The catalyst is C1(C)C=CC=CC=1. The product is [CH:23]([N:4]([CH:1]([CH3:3])[CH3:2])[CH2:5][CH2:6][C@@H:7]([C:14]1[CH:19]=[C:18]([CH2:20][OH:21])[CH:17]=[CH:16][C:15]=1[OH:22])[C:8]1[CH:13]=[CH:12][CH:11]=[CH:10][CH:9]=1)([CH3:25])[CH3:24]. The yield is 0.700. (9) The reactants are [F:1][C:2]1([F:65])[CH2:7][CH2:6][CH:5]([C:8]2[C:17]3[CH:16]([O:18]CC4C=CC(OC)=CC=4)[CH2:15][C:14]([CH3:29])([CH3:28])[CH2:13][C:12]=3[N:11]=[C:10]([CH:30]3[CH2:35][CH2:34][N:33]([C:36]4[N:41]=[CH:40][C:39]([N:42]5[CH2:47][CH2:46][CH:45]([C:48]([O:50][CH2:51][CH3:52])=[O:49])[CH2:44][CH2:43]5)=[CH:38][N:37]=4)[CH2:32][CH2:31]3)[C:9]=2[CH:53]([F:64])[C:54]2[CH:59]=[CH:58][C:57]([C:60]([F:63])([F:62])[F:61])=[CH:56][CH:55]=2)[CH2:4][CH2:3]1.Cl.O1CCOCC1.C(=O)([O-])O.[Na+]. The catalyst is C(O)C. The product is [F:65][C:2]1([F:1])[CH2:3][CH2:4][CH:5]([C:8]2[C:17]3[CH:16]([OH:18])[CH2:15][C:14]([CH3:28])([CH3:29])[CH2:13][C:12]=3[N:11]=[C:10]([CH:30]3[CH2:35][CH2:34][N:33]([C:36]4[N:37]=[CH:38][C:39]([N:42]5[CH2:47][CH2:46][CH:45]([C:48]([O:50][CH2:51][CH3:52])=[O:49])[CH2:44][CH2:43]5)=[CH:40][N:41]=4)[CH2:32][CH2:31]3)[C:9]=2[CH:53]([F:64])[C:54]2[CH:55]=[CH:56][C:57]([C:60]([F:63])([F:62])[F:61])=[CH:58][CH:59]=2)[CH2:6][CH2:7]1. The yield is 0.810. (10) The reactants are [F:1][C:2]1[CH:3]=[C:4]([C:8](=[O:10])[CH3:9])[CH:5]=[CH:6][CH:7]=1.ClC1C=C(C2O[N:22]=[C:21]([C:24]([OH:26])=[O:25])C=2)C=CC=1F. No catalyst specified. The product is [F:1][C:2]1[CH:3]=[C:4]([C:8]2[O:10][N:22]=[C:21]([C:24]([OH:26])=[O:25])[CH:9]=2)[CH:5]=[CH:6][CH:7]=1. The yield is 0.278.